The task is: Predict the product of the given reaction.. This data is from Forward reaction prediction with 1.9M reactions from USPTO patents (1976-2016). (1) Given the reactants Br[C:2]1[C:3]([F:14])=[C:4]([N:8]2[CH2:12][CH2:11][CH2:10][C:9]2=[O:13])[CH:5]=[CH:6][CH:7]=1.CCN(C(C)C)C(C)C.CC1(C)C2C(=C(P(C3C=CC=CC=3)C3C=CC=CC=3)C=CC=2)OC2C(P(C3C=CC=CC=3)C3C=CC=CC=3)=CC=CC1=2.[C:66]1([CH2:72][SH:73])[CH:71]=[CH:70][CH:69]=[CH:68][CH:67]=1, predict the reaction product. The product is: [CH2:72]([S:73][C:2]1[C:3]([F:14])=[C:4]([N:8]2[CH2:12][CH2:11][CH2:10][C:9]2=[O:13])[CH:5]=[CH:6][CH:7]=1)[C:66]1[CH:71]=[CH:70][CH:69]=[CH:68][CH:67]=1. (2) Given the reactants [C:1]1([CH:7]([C:29]2[CH:34]=[CH:33][CH:32]=[CH:31][CH:30]=2)[CH2:8][NH:9][C:10]2[N:18]=[C:17](I)[N:16]=[C:15]3[C:11]=2[N:12]=[CH:13][N:14]3[C@H:20]2[C@H:24]([OH:25])[C@H:23]([OH:26])[C@@H:22]([CH2:27][OH:28])[O:21]2)[CH:6]=[CH:5][CH:4]=[CH:3][CH:2]=1.[NH2:35][CH2:36][CH2:37][N:38]1[CH2:43][CH2:42][CH2:41][CH2:40][CH2:39]1.[O:44]1CCC[CH2:45]1, predict the reaction product. The product is: [OH:25][C@@H:24]1[C@H:23]([OH:26])[C@@H:22]([CH2:27][OH:28])[O:21][C@H:20]1[N:14]1[CH:13]=[N:12][C:11]2[C:15]1=[N:16][C:17]([C:45]([NH:35][CH2:36][CH2:37][N:38]1[CH2:43][CH2:42][CH2:41][CH2:40][CH2:39]1)=[O:44])=[N:18][C:10]=2[NH:9][CH2:8][CH:7]([C:29]1[CH:34]=[CH:33][CH:32]=[CH:31][CH:30]=1)[C:1]1[CH:6]=[CH:5][CH:4]=[CH:3][CH:2]=1. (3) Given the reactants [Cl:1][C:2]1[CH:7]=[CH:6][N:5]=[C:4]2[N:8]([S:12]([C:15]3[CH:20]=[CH:19][C:18]([CH3:21])=[CH:17][CH:16]=3)(=[O:14])=[O:13])[CH:9]=[C:10](I)[C:3]=12.C([Li])(C)(C)C.[CH3:27][Sn:28](Cl)([CH3:30])[CH3:29].[F-].[K+], predict the reaction product. The product is: [Cl:1][C:2]1[CH:7]=[CH:6][N:5]=[C:4]2[N:8]([S:12]([C:15]3[CH:20]=[CH:19][C:18]([CH3:21])=[CH:17][CH:16]=3)(=[O:14])=[O:13])[CH:9]=[C:10]([Sn:28]([CH3:30])([CH3:29])[CH3:27])[C:3]=12. (4) Given the reactants [O:1]([C:8]1[CH:28]=[CH:27][C:11]([O:12][C:13]2[N:18]=[CH:17][N:16]=[C:15]([NH:19][C:20]3[CH:25]=[CH:24][CH:23]=[C:22]([NH2:26])[N:21]=3)[CH:14]=2)=[CH:10][CH:9]=1)[C:2]1[CH:7]=[CH:6][CH:5]=[CH:4][CH:3]=1.CN([CH2:32]/[CH:33]=[CH:34]/[C:35](Cl)=[O:36])C, predict the reaction product. The product is: [O:1]([C:8]1[CH:28]=[CH:27][C:11]([O:12][C:13]2[N:18]=[CH:17][N:16]=[C:15]([NH:19][C:20]3[N:21]=[C:22]([NH:26][C:35](=[O:36])[CH:34]=[CH:33][CH3:32])[CH:23]=[CH:24][CH:25]=3)[CH:14]=2)=[CH:10][CH:9]=1)[C:2]1[CH:7]=[CH:6][CH:5]=[CH:4][CH:3]=1. (5) Given the reactants Br[C:2]1[CH:3]=[C:4]([C:8]([O:10][CH2:11][CH3:12])=[O:9])[N:5]([CH3:7])[CH:6]=1.C(=O)([O-])[O-].[Na+].[Na+].[Cl:19][C:20]1[CH:25]=[CH:24][C:23](B(O)O)=[C:22]([O:29][CH3:30])[CH:21]=1.C(Cl)(Cl)Cl, predict the reaction product. The product is: [Cl:19][C:20]1[CH:25]=[CH:24][C:23]([C:2]2[CH:3]=[C:4]([C:8]([O:10][CH2:11][CH3:12])=[O:9])[N:5]([CH3:7])[CH:6]=2)=[C:22]([O:29][CH3:30])[CH:21]=1. (6) Given the reactants [Cl:1][C:2]1[C:11]([NH:12][S:13]([C:16]2[CH:21]=[CH:20][CH:19]=[CH:18][C:17]=2[N+:22]([O-])=O)(=[O:15])=[O:14])=[C:10]2[C:5]([C:6]([O:25][CH3:26])=[CH:7][CH:8]=[N:9]2)=[CH:4][CH:3]=1.Cl[Sn]Cl, predict the reaction product. The product is: [NH2:22][C:17]1[CH:18]=[CH:19][CH:20]=[CH:21][C:16]=1[S:13]([NH:12][C:11]1[C:2]([Cl:1])=[CH:3][CH:4]=[C:5]2[C:10]=1[N:9]=[CH:8][CH:7]=[C:6]2[O:25][CH3:26])(=[O:14])=[O:15]. (7) Given the reactants [NH2:1][C:2]1[CH:14]=[CH:13][C:12]2[C@@H:11]3[C@@H:6]([N:7]([C:15]([C:17]4[CH:25]=[CH:24][C:20]5[NH:21][CH:22]=[N:23][C:19]=5[CH:18]=4)=[O:16])[CH2:8][CH2:9][CH2:10]3)[CH2:5][C:4]=2[C:3]=1[OH:26].C(OCC)(OCC)O[CH2:29][CH3:30], predict the reaction product. The product is: [NH:21]1[C:20]2[CH:24]=[CH:25][C:17]([C:15]([N:7]3[C@H:6]4[C@H:11]([C:12]5[CH:4]=[C:3]6[O:26][C:29]([CH3:30])=[N:1][C:2]6=[CH:14][C:13]=5[CH2:5]4)[CH2:10][CH2:9][CH2:8]3)=[O:16])=[CH:18][C:19]=2[N:23]=[CH:22]1. (8) Given the reactants FC(F)(F)S(O[C:7]1[CH:16]=[CH:15][C:14]2[C:9](=[CH:10][CH:11]=[C:12]([O:17][CH3:18])[CH:13]=2)[C:8]=1[Cl:19])(=O)=O.B([C:25]1[CH:33]=[CH:32][C:28]([C:29]([OH:31])=[O:30])=[CH:27][CH:26]=1)(O)O, predict the reaction product. The product is: [Cl:19][C:8]1[C:9]2[C:14](=[CH:13][C:12]([O:17][CH3:18])=[CH:11][CH:10]=2)[CH:15]=[CH:16][C:7]=1[C:25]1[CH:33]=[CH:32][C:28]([C:29]([OH:31])=[O:30])=[CH:27][CH:26]=1. (9) Given the reactants [CH3:1][S:2]([C:5]1[CH:10]=[CH:9][C:8]([C:11]2[C:12]3[N:13]([N:17]=[C:18]([NH2:20])[N:19]=3)[CH:14]=[CH:15][CH:16]=2)=[CH:7][CH:6]=1)(=[O:4])=[O:3].Br[C:22]1[CH:23]=[C:24]([N:28]2[CH2:33][CH2:32][CH:31]([N:34]3[CH2:39][CH2:38][O:37][CH2:36][CH2:35]3)[CH2:30][CH2:29]2)[CH:25]=[CH:26][CH:27]=1.C1(P(C2CCCCC2)C2C=CC=CC=2C2C=CC=CC=2P(C2CCCCC2)C2CCCCC2)CCCCC1, predict the reaction product. The product is: [CH3:1][S:2]([C:5]1[CH:10]=[CH:9][C:8]([C:11]2[C:12]3[N:13]([N:17]=[C:18]([NH:20][C:26]4[CH:27]=[CH:22][CH:23]=[C:24]([N:28]5[CH2:29][CH2:30][CH:31]([N:34]6[CH2:35][CH2:36][O:37][CH2:38][CH2:39]6)[CH2:32][CH2:33]5)[CH:25]=4)[N:19]=3)[CH:14]=[CH:15][CH:16]=2)=[CH:7][CH:6]=1)(=[O:3])=[O:4].